This data is from Catalyst prediction with 721,799 reactions and 888 catalyst types from USPTO. The task is: Predict which catalyst facilitates the given reaction. Reactant: C[O:2][CH:3](OC)[CH2:4][C:5]1[CH:6]=[C:7]2[C:11](=[CH:12][CH:13]=1)[C:10](=[C:14]1[C:22]3[C:17](=[CH:18][CH:19]=[CH:20][CH:21]=3)[NH:16][C:15]1=[O:23])[O:9][CH2:8]2.S(=O)(=O)(O)O.O. Product: [O:23]=[C:15]1[C:14](=[C:10]2[C:11]3[C:7](=[CH:6][C:5]([CH2:4][CH:3]=[O:2])=[CH:13][CH:12]=3)[CH2:8][O:9]2)[C:22]2[C:17](=[CH:18][CH:19]=[CH:20][CH:21]=2)[NH:16]1. The catalyst class is: 1.